Task: Predict the product of the given reaction.. Dataset: Forward reaction prediction with 1.9M reactions from USPTO patents (1976-2016) (1) Given the reactants I[CH3:2].[F:3][C:4]1[CH:12]=[C:11]2[C:7]([C:8]([I:13])=[N:9][NH:10]2)=[CH:6][CH:5]=1, predict the reaction product. The product is: [F:3][C:4]1[CH:5]=[CH:6][C:7]2[C:11]([CH:12]=1)=[N:10][N:9]([CH3:2])[C:8]=2[I:13]. (2) Given the reactants C1(P(C2C=CC=CC=2)C2C=CC=CC=2)C=CC=CC=1.N#N.CCOC(/N=N/C(OCC)=O)=O.BrCCBr.[F:38][C:39]1[CH:40]=[C:41]([OH:49])[CH:42]=[C:43]([S:45]([CH3:48])(=[O:47])=[O:46])[CH:44]=1.[C:50]([NH:57][CH2:58][CH2:59]O)([O:52][C:53]([CH3:56])([CH3:55])[CH3:54])=[O:51], predict the reaction product. The product is: [F:38][C:39]1[CH:40]=[C:41]([CH:42]=[C:43]([S:45]([CH3:48])(=[O:46])=[O:47])[CH:44]=1)[O:49][CH2:59][CH2:58][NH:57][C:50](=[O:51])[O:52][C:53]([CH3:56])([CH3:55])[CH3:54].